From a dataset of Full USPTO retrosynthesis dataset with 1.9M reactions from patents (1976-2016). Predict the reactants needed to synthesize the given product. (1) Given the product [F:14][C:2]([F:1])([F:15])[CH:3]1[O:8][CH2:7][CH:6]([C:9]([OH:11])=[O:10])[CH2:5][CH2:4]1, predict the reactants needed to synthesize it. The reactants are: [F:1][C:2]([F:15])([F:14])[CH:3]1[O:8][CH2:7][CH:6]([C:9]([O:11]CC)=[O:10])[CH2:5][CH2:4]1.[OH-].[Na+]. (2) The reactants are: O/[CH:2]=[C:3]1\[C:4](=O)[C@:5]2([C:18]3[CH:23]=[CH:22][CH:21]=[CH:20][CH:19]=3)[C@@H:10]([CH2:11][CH2:12]\1)[C@H:9]([CH3:13])[C:8]1([O:17][CH2:16][CH2:15][O:14]1)[CH2:7][CH2:6]2.N1CCCCC1.Cl.[CH2:32]([N:34]([CH2:38][CH3:39])[C:35]([NH2:37])=[NH:36])[CH3:33]. Given the product [CH2:32]([N:34]([CH2:38][CH3:39])[C:35]1[N:37]=[CH:2][C:3]2[CH2:12][CH2:11][C@H:10]3[C@H:9]([CH3:13])[C:8]4([CH2:7][CH2:6][C@:5]3([C:18]3[CH:23]=[CH:22][CH:21]=[CH:20][CH:19]=3)[C:4]=2[N:36]=1)[O:17][CH2:16][CH2:15][O:14]4)[CH3:33], predict the reactants needed to synthesize it.